Dataset: Catalyst prediction with 721,799 reactions and 888 catalyst types from USPTO. Task: Predict which catalyst facilitates the given reaction. (1) Reactant: [CH:1]([CH:4]1[CH2:8][CH2:7][C:6]([CH3:12])([C:9]([OH:11])=O)[CH2:5]1)([CH3:3])[CH3:2].[F:13][C:14]([F:28])([F:27])[C:15]1[C:16]([N:21]2[CH2:26][CH2:25][NH:24][CH2:23][CH2:22]2)=[N:17][CH:18]=[CH:19][CH:20]=1.F[P-](F)(F)(F)(F)F.N1(O[P+](N(C)C)(N(C)C)N(C)C)C2C=CC=CC=2N=N1. Product: [CH:1]([CH:4]1[CH2:8][CH2:7][C:6]([C:9]([N:24]2[CH2:25][CH2:26][N:21]([C:16]3[C:15]([C:14]([F:28])([F:13])[F:27])=[CH:20][CH:19]=[CH:18][N:17]=3)[CH2:22][CH2:23]2)=[O:11])([CH3:12])[CH2:5]1)([CH3:2])[CH3:3]. The catalyst class is: 9. (2) Reactant: ICI.[CH2:4]([Zn]CC)C.[CH3:9][O:10][CH2:11][O:12][C:13]1[CH:14]=[CH:15][C:16]([CH:19]=[C:20]([CH3:22])[CH3:21])=[N:17][CH:18]=1. Product: [CH3:21][C:20]1([CH3:4])[CH2:22][CH:19]1[C:16]1[CH:15]=[CH:14][C:13]([O:12][CH2:11][O:10][CH3:9])=[CH:18][N:17]=1. The catalyst class is: 11. (3) Reactant: C1COCC1.[H-].[H-].[H-].[H-].[Li+].[Al+3].[N:12]([CH2:15][C:16]1[C:24]2[C:19](=[CH:20][CH:21]=[C:22]([Cl:25])[CH:23]=2)[NH:18][N:17]=1)=[N+]=[N-]. Product: [NH2:12][CH2:15][C:16]1[C:24]2[C:19](=[CH:20][CH:21]=[C:22]([Cl:25])[CH:23]=2)[NH:18][N:17]=1. The catalyst class is: 28. (4) Reactant: [F:1][C:2]([F:17])([F:16])[CH2:3][O:4][C:5]1[C:9]([O:10][CH2:11][C:12]([F:15])([F:14])[F:13])=[CH:8][S:7][CH:6]=1.[CH3:18][O:19][C:20](C1SC([C:20]([O:19][CH3:18])=[O:21])=C(O)C=1O)=[O:21].S1C=CC=C1.C1C=CC(P(C2C=CC=CC=2)C2C=CC=CC=2)=CC=1.C[CH2:58][O:59][C:60](/N=N/[C:60]([O:59][CH2:58]C)=[O:61])=[O:61]. Product: [CH3:18][O:19][C:20]([C:6]1[S:7][C:8]([C:60]([O:59][CH3:58])=[O:61])=[C:9]([O:10][CH2:11][C:12]([F:15])([F:14])[F:13])[C:5]=1[O:4][CH2:3][C:2]([F:1])([F:16])[F:17])=[O:21]. The catalyst class is: 1.